Dataset: Reaction yield outcomes from USPTO patents with 853,638 reactions. Task: Predict the reaction yield, written as a fraction of the theoretical maximum amount of product (1.0 means a 100% yield; for example, 0.34 means a 34% yield). (1) The reactants are [CH3:1][C:2]1[N:7]=[C:6]([CH:8]=[O:9])[CH:5]=[CH:4][CH:3]=1.[CH3:10][Mg]Br. The catalyst is O1CCCC1. The product is [CH3:1][C:2]1[N:7]=[C:6]([CH:8]([OH:9])[CH3:10])[CH:5]=[CH:4][CH:3]=1. The yield is 1.00. (2) The reactants are [O:1]1[C:5]2([CH2:10][CH2:9][C:8](=O)[CH2:7][CH2:6]2)[O:4][CH2:3][CH2:2]1.[C:12]1([C@@H:18]([NH2:20])[CH3:19])[CH:17]=[CH:16][CH:15]=[CH:14][CH:13]=1.C(O[BH-](OC(=O)C)OC(=O)C)(=O)C.[Na+]. The catalyst is ClC(Cl)C. The product is [C:12]1([C@@H:18]([NH:20][CH:8]2[CH2:9][CH2:10][C:5]3([O:4][CH2:3][CH2:2][O:1]3)[CH2:6][CH2:7]2)[CH3:19])[CH:17]=[CH:16][CH:15]=[CH:14][CH:13]=1. The yield is 0.670. (3) The reactants are [I:1][C:2]1[C:10]2[C:5](=[N:6][CH:7]=[N:8][C:9]=2[NH2:11])[N:4]([C:12]2[CH:17]=[CH:16][C:15]([N+:18]([O-:20])=[O:19])=[CH:14][N:13]=2)[N:3]=1.[Li+].C[Si]([N-][Si](C)(C)C)(C)C.[CH3:31][C:32]([O:35][C:36](O[C:36]([O:35][C:32]([CH3:34])([CH3:33])[CH3:31])=[O:37])=[O:37])([CH3:34])[CH3:33]. The catalyst is C1COCC1. The product is [I:1][C:2]1[C:10]2[C:5](=[N:6][CH:7]=[N:8][C:9]=2[NH:11][C:36](=[O:37])[O:35][C:32]([CH3:34])([CH3:33])[CH3:31])[N:4]([C:12]2[CH:17]=[CH:16][C:15]([N+:18]([O-:20])=[O:19])=[CH:14][N:13]=2)[N:3]=1. The yield is 0.890. (4) The reactants are [O-]CC.[Na+].[C:5]([O:13]CC)(=O)[CH2:6][C:7]([O:9][CH2:10][CH3:11])=[O:8].[N:16]([CH2:19][C:20]1[CH:25]=[C:24]([C:26]([F:29])([F:28])[F:27])[CH:23]=[C:22]([C:30]([F:33])([F:32])[F:31])[CH:21]=1)=[N+:17]=[N-:18]. The catalyst is CCO. The product is [CH2:10]([O:9][C:7]([C:6]1[N:18]=[N:17][N:16]([CH2:19][C:20]2[CH:21]=[C:22]([C:30]([F:33])([F:32])[F:31])[CH:23]=[C:24]([C:26]([F:27])([F:28])[F:29])[CH:25]=2)[C:5]=1[OH:13])=[O:8])[CH3:11]. The yield is 0.870. (5) The reactants are O.C[Si]([Cl:6])(C)C.[CH3:7][N:8]([CH2:10][CH:11]1[C:17]([C:19]2[CH:24]=[C:23]([OH:25])[CH:22]=[CH:21][C:20]=2[F:26])([OH:18])[CH2:16][CH:15]2[CH2:27][CH:12]1[CH2:13][CH2:14]2)[CH3:9]. The catalyst is CC(=O)CC. The product is [ClH:6].[CH3:9][N:8]([CH2:10][CH:11]1[C:17]([C:19]2[CH:24]=[C:23]([OH:25])[CH:22]=[CH:21][C:20]=2[F:26])([OH:18])[CH2:16][CH:15]2[CH2:27][CH:12]1[CH2:13][CH2:14]2)[CH3:7]. The yield is 0.835.